From a dataset of Reaction yield outcomes from USPTO patents with 853,638 reactions. Predict the reaction yield, written as a fraction of the theoretical maximum amount of product (1.0 means a 100% yield; for example, 0.34 means a 34% yield). (1) The reactants are ClC1C(=O)C(C#N)=C(C#N)C(=O)C=1Cl.[F:15][C:16]([F:48])([F:47])[S:17]([O:20][C:21]1[CH:30]=[CH:29][C:28]2[C:23](=[CH:24][CH:25]=[CH:26][CH:27]=2)[C:22]=1[CH:31]1[C:40]2[C:35](=[CH:36][CH:37]=[CH:38][CH:39]=2)[CH2:34][C@H:33]([C:41]2[CH:46]=[CH:45][CH:44]=[CH:43][CH:42]=2)[NH:32]1)(=[O:19])=[O:18]. The catalyst is C(Cl)Cl. The product is [F:48][C:16]([F:15])([F:47])[S:17]([O:20][C:21]1[CH:30]=[CH:29][C:28]2[C:23](=[CH:24][CH:25]=[CH:26][CH:27]=2)[C:22]=1[C:31]1[C:40]2[C:35](=[CH:36][CH:37]=[CH:38][CH:39]=2)[CH2:34][C@H:33]([C:41]2[CH:42]=[CH:43][CH:44]=[CH:45][CH:46]=2)[N:32]=1)(=[O:19])=[O:18]. The yield is 0.860. (2) The reactants are [CH2:1]([O:3][C:4]([CH2:6][N:7]1[C:12]([CH3:13])=[CH:11][N:10]=[C:9](O)[C:8]1=[O:15])=[O:5])[CH3:2].P(Br)(Br)([Br:18])=O.[OH-].[NH4+]. The catalyst is C(Cl)(Cl)Cl.ClCCl. The product is [Br:18][C:9]1[C:8](=[O:15])[N:7]([CH2:6][C:4]([O:3][CH2:1][CH3:2])=[O:5])[C:12]([CH3:13])=[CH:11][N:10]=1. The yield is 0.930.